From a dataset of Full USPTO retrosynthesis dataset with 1.9M reactions from patents (1976-2016). Predict the reactants needed to synthesize the given product. (1) Given the product [CH3:1][CH:2]([CH3:4])[CH2:3][N:6]1[CH2:11][CH2:10][CH:9]([O:12][C:13]2[CH:18]=[CH:17][C:16]([NH:19][C:20]([N:22]3[CH2:30][C:29]4[CH:28]=[CH:27][N:26]=[CH:25][C:24]=4[CH2:23]3)=[O:21])=[CH:15][CH:14]=2)[CH2:8][CH2:7]1, predict the reactants needed to synthesize it. The reactants are: [CH:1](=O)[CH:2]([CH3:4])[CH3:3].[NH:6]1[CH2:11][CH2:10][CH:9]([O:12][C:13]2[CH:18]=[CH:17][C:16]([NH:19][C:20]([N:22]3[CH2:30][C:29]4[CH:28]=[CH:27][N:26]=[CH:25][C:24]=4[CH2:23]3)=[O:21])=[CH:15][CH:14]=2)[CH2:8][CH2:7]1.N1CC=C(C2C=CC(NC(N3CC4C(=CC=CC=4)C3)=O)=CC=2)CC1. (2) The reactants are: [OH:1][CH2:2][CH2:3][CH2:4][CH2:5][OH:6].[OH-].[K+].S(O[CH:20]([CH2:22][O:23][CH2:24][C:25]1[CH:30]=[CH:29][CH:28]=[CH:27][CH:26]=1)[CH3:21])(C1C=CC(C)=CC=1)(=O)=O.O. Given the product [OH:1][CH2:2][CH2:3][CH2:4][CH2:5][O:6][CH:20]([CH2:22][O:23][CH2:24][C:25]1[CH:30]=[CH:29][CH:28]=[CH:27][CH:26]=1)[CH3:21], predict the reactants needed to synthesize it. (3) Given the product [CH:1]([C:4]1[CH:9]=[CH:8][C:7]([N:10]2[C:14](=[O:15])[CH2:13][CH:12]([CH2:16][N:17]3[CH:21]=[C:20]([C:22]4[NH:30][C:29]5[C:28](=[O:39])[N:27]([CH2:40][CH2:41][CH3:42])[C:26](=[O:43])[N:25]([CH2:44][CH2:45][CH3:46])[C:24]=5[N:23]=4)[CH:19]=[N:18]3)[CH2:11]2)=[CH:6][CH:5]=1)([CH3:3])[CH3:2], predict the reactants needed to synthesize it. The reactants are: [CH:1]([C:4]1[CH:9]=[CH:8][C:7]([N:10]2[C:14](=[O:15])[CH2:13][CH:12]([CH2:16][N:17]3[CH:21]=[C:20]([C:22]4[N:30](COCC[Si](C)(C)C)[C:29]5[C:28](=[O:39])[N:27]([CH2:40][CH2:41][CH3:42])[C:26](=[O:43])[N:25]([CH2:44][CH2:45][CH3:46])[C:24]=5[N:23]=4)[CH:19]=[N:18]3)[CH2:11]2)=[CH:6][CH:5]=1)([CH3:3])[CH3:2].Cl. (4) Given the product [NH2:25][C:21]1[N:22]=[C:23]([O:10][CH2:3][C:4]2[CH:9]=[CH:8][CH:7]=[CH:6][CH:5]=2)[C:18]2[CH:17]=[C:16]([C:14]([OH:15])=[O:13])[S:26][C:19]=2[N:20]=1, predict the reactants needed to synthesize it. The reactants are: [H-].[Na+].[CH2:3]([OH:10])[C:4]1[CH:9]=[CH:8][CH:7]=[CH:6][CH:5]=1.C([O:13][C:14]([C:16]1[S:26][C:19]2[N:20]=[C:21]([NH2:25])[N:22]=[C:23](Cl)[C:18]=2[CH:17]=1)=[O:15])C. (5) Given the product [CH3:15][NH:17][C:18]1[CH:23]=[CH:22][CH:21]=[C:20]([NH2:24])[C:19]=1[NH2:25], predict the reactants needed to synthesize it. The reactants are: [N+](C1C=CC=C([N+]([O-])=O)C=1NC)([O-])=O.[CH2:15]([NH:17][C:18]1[CH:23]=[CH:22][CH:21]=[C:20]([NH2:24])[C:19]=1[NH2:25])C. (6) Given the product [Cl:1][C:2]1[CH:3]=[C:4]([CH:13]=[C:14]([Cl:16])[CH:15]=1)[CH2:5][C:6]1[C:10]([CH3:11])=[N:9][N:8]([CH2:19][CH2:20][NH2:21])[C:7]=1[CH3:12], predict the reactants needed to synthesize it. The reactants are: [Cl:1][C:2]1[CH:3]=[C:4]([CH:13]=[C:14]([Cl:16])[CH:15]=1)[CH2:5][C:6]1[C:7]([CH3:12])=[N:8][NH:9][C:10]=1[CH3:11].Cl.Cl[CH2:19][CH2:20][NH2:21].